This data is from Catalyst prediction with 721,799 reactions and 888 catalyst types from USPTO. The task is: Predict which catalyst facilitates the given reaction. (1) Reactant: Br[CH:2]([C:17]1[CH:22]=[CH:21][C:20]([F:23])=[CH:19][CH:18]=1)[C:3]([C:5]1[C:13]2[C:8](=[C:9]([CH2:14][CH2:15][OH:16])[CH:10]=[CH:11][CH:12]=2)[NH:7][CH:6]=1)=[O:4].[CH3:24][O:25][C:26]1[CH:27]=[C:28]([CH:30]=[C:31]([O:33][CH3:34])[CH:32]=1)[NH2:29]. Product: [CH3:34][O:33][C:31]1[CH:30]=[C:28]([NH:29][CH:2]([C:17]2[CH:22]=[CH:21][C:20]([F:23])=[CH:19][CH:18]=2)[C:3]([C:5]2[C:13]3[C:8](=[C:9]([CH2:14][CH2:15][OH:16])[CH:10]=[CH:11][CH:12]=3)[NH:7][CH:6]=2)=[O:4])[CH:27]=[C:26]([O:25][CH3:24])[CH:32]=1. The catalyst class is: 10. (2) Reactant: O1C=CC=C1[C:6]1[C:14]2[C:13]([CH3:15])=[N:12][CH:11]=[N:10][C:9]=2[N:8]([C@@H:16]2[O:22][C@H:21]([CH2:23][OH:24])[C@@H:19]([OH:20])[C@H:17]2[OH:18])[CH:7]=1.BrC1C2C(C)=NC=NC=2N([C@@H]2O[C@H](CO)[C@@H](O)[C@H]2O)C=1.[S:45]1[CH:49]=[CH:48][C:47](B(O)O)=[CH:46]1. Product: [CH3:15][C:13]1[C:14]2[C:6]([C:47]3[CH:48]=[CH:49][S:45][CH:46]=3)=[CH:7][N:8]([C@@H:16]3[O:22][C@H:21]([CH2:23][OH:24])[C@@H:19]([OH:20])[C@H:17]3[OH:18])[C:9]=2[N:10]=[CH:11][N:12]=1. The catalyst class is: 16. (3) Reactant: S(S([O-])=O)([O-])=O.[Na+].[Na+].[C:9]([O:13][C:14]([N:16]1[C:24]2[C:19](=[C:20]([NH:30][C:31]3[CH:36]=[CH:35][C:34]([I:37])=[CH:33][C:32]=3[F:38])[C:21]([N+:27]([O-])=O)=[C:22]([O:25][CH3:26])[CH:23]=2)[CH:18]=[N:17]1)=[O:15])([CH3:12])([CH3:11])[CH3:10].C1COCC1.C(=O)([O-])O.[Na+]. Product: [C:9]([O:13][C:14]([N:16]1[C:24]2[C:19](=[C:20]([NH:30][C:31]3[CH:36]=[CH:35][C:34]([I:37])=[CH:33][C:32]=3[F:38])[C:21]([NH2:27])=[C:22]([O:25][CH3:26])[CH:23]=2)[CH:18]=[N:17]1)=[O:15])([CH3:12])([CH3:10])[CH3:11]. The catalyst class is: 127. (4) Reactant: [CH3:1][O:2][C:3](=[O:16])[CH2:4][C:5]1[C:9]2[C:10]([Cl:15])=[CH:11][C:12]([OH:14])=[CH:13][C:8]=2[S:7][CH:6]=1.[CH3:17][N:18]1[C:22]([CH2:23]O)=[CH:21][C:20]([C:25]([F:28])([F:27])[F:26])=[N:19]1.C1CCN(C(N=NC(N2CCCCC2)=O)=O)CC1.C(P(CCCC)CCCC)CCC. Product: [CH3:1][O:2][C:3](=[O:16])[CH2:4][C:5]1[C:9]2[C:10]([Cl:15])=[CH:11][C:12]([O:14][CH2:23][C:22]3[N:18]([CH3:17])[N:19]=[C:20]([C:25]([F:28])([F:26])[F:27])[CH:21]=3)=[CH:13][C:8]=2[S:7][CH:6]=1. The catalyst class is: 1. (5) Reactant: [Cl:1][C:2]1[CH:7]=[C:6]([CH2:8]SC)[CH:5]=[CH:4][C:3]=1[C:11]1[N:15]=[C:14]([C:16]2[N:17]=[C:18]3[C:23]([Cl:24])=[CH:22][C:21]([C:25]([F:28])([F:27])[F:26])=[CH:20][N:19]3[CH:29]=2)[O:13][N:12]=1.O[O:31][S:32]([O-:34])=O.[K+].[CH3:36]C(C)=O. Product: [Cl:1][C:2]1[CH:7]=[C:6]([CH2:8][S:32]([CH3:36])(=[O:34])=[O:31])[CH:5]=[CH:4][C:3]=1[C:11]1[N:15]=[C:14]([C:16]2[N:17]=[C:18]3[C:23]([Cl:24])=[CH:22][C:21]([C:25]([F:28])([F:26])[F:27])=[CH:20][N:19]3[CH:29]=2)[O:13][N:12]=1. The catalyst class is: 6. (6) Reactant: [C:1]([O:4][C:5]1[C:6](I)=[N:7][C:8]([Br:11])=[CH:9][CH:10]=1)(=[O:3])[CH3:2].[C:13]([C:15]1[CH:20]=[CH:19][C:18]([F:21])=[CH:17][CH:16]=1)#[CH:14].N#N. Product: [C:1]([O:4][C:5]1[C:6]([C:14]#[C:13][C:15]2[CH:20]=[CH:19][C:18]([F:21])=[CH:17][CH:16]=2)=[N:7][C:8]([Br:11])=[CH:9][CH:10]=1)(=[O:3])[CH3:2]. The catalyst class is: 337.